This data is from Peptide-MHC class II binding affinity with 134,281 pairs from IEDB. The task is: Regression. Given a peptide amino acid sequence and an MHC pseudo amino acid sequence, predict their binding affinity value. This is MHC class II binding data. The peptide sequence is EKKYFAATQFEPMAA. The MHC is HLA-DQA10501-DQB10201 with pseudo-sequence HLA-DQA10501-DQB10201. The binding affinity (normalized) is 0.444.